Predict the reactants needed to synthesize the given product. From a dataset of Full USPTO retrosynthesis dataset with 1.9M reactions from patents (1976-2016). (1) Given the product [F:27][C:28]1[CH:29]=[C:30]([CH:31]=[CH:32][C:33]=1[S:34]([CH3:37])(=[O:36])=[O:35])[O:5][CH2:6][CH:7]1[CH2:12][C:11]([CH3:26])([S:13]([C:16]2[CH:21]=[CH:20][CH:19]=[C:18]([C:22]([F:25])([F:23])[F:24])[CH:17]=2)(=[O:15])=[O:14])[CH2:10][CH2:9][O:8]1, predict the reactants needed to synthesize it. The reactants are: CS([O:5][CH2:6][CH:7]1[CH2:12][C:11]([CH3:26])([S:13]([C:16]2[CH:21]=[CH:20][CH:19]=[C:18]([C:22]([F:25])([F:24])[F:23])[CH:17]=2)(=[O:15])=[O:14])[CH2:10][CH2:9][O:8]1)(=O)=O.[F:27][C:28]1[CH:29]=[C:30](O)[CH:31]=[CH:32][C:33]=1[S:34]([CH3:37])(=[O:36])=[O:35].C([O-])([O-])=O.[Cs+].[Cs+]. (2) The reactants are: Cl[C:2]1[CH:9]=[CH:8][C:5]([C:6]#[N:7])=[CH:4][N:3]=1.[CH2:10]([OH:17])[C:11]1[CH:16]=[CH:15][CH:14]=[CH:13][CH:12]=1.[OH-].[K+]. Given the product [CH2:10]([O:17][C:2]1[CH:9]=[CH:8][C:5]([C:6]#[N:7])=[CH:4][N:3]=1)[C:11]1[CH:16]=[CH:15][CH:14]=[CH:13][CH:12]=1, predict the reactants needed to synthesize it. (3) Given the product [NH2:20][C:14]1[CH:15]=[C:16]([Cl:19])[CH:17]=[CH:18][C:13]=1/[CH:12]=[C:8](\[C:5]1[CH:4]=[CH:3][C:2]([Br:1])=[CH:7][CH:6]=1)/[C:9]([OH:11])=[O:10], predict the reactants needed to synthesize it. The reactants are: [Br:1][C:2]1[CH:7]=[CH:6][C:5](/[C:8](=[CH:12]\[C:13]2[CH:18]=[CH:17][C:16]([Cl:19])=[CH:15][C:14]=2[N+:20]([O-])=O)/[C:9]([OH:11])=[O:10])=[CH:4][CH:3]=1. (4) Given the product [CH3:63][C:56]([O:55][C:54]1[CH:64]=[CH:65][C:51]([O:47][CH:42]([C:40]2[CH:39]=[CH:38][CH:37]=[C:36]([C:33]3[CH:32]=[CH:31][C:30]([C:29]([F:48])([F:28])[F:49])=[CH:35][CH:34]=3)[N:41]=2)[CH2:43][CH2:44][CH2:45][CH3:46])=[CH:52][C:53]=1[CH3:66])([CH3:62])[C:57]([O:59][CH2:60][CH3:61])=[O:58], predict the reactants needed to synthesize it. The reactants are: P(CCCC)(CCCC)CCCC.CC(OC(/N=N/C(OC(C)C)=O)=O)C.[F:28][C:29]([F:49])([F:48])[C:30]1[CH:35]=[CH:34][C:33]([C:36]2[N:41]=[C:40]([CH:42]([OH:47])[CH2:43][CH2:44][CH2:45][CH3:46])[CH:39]=[CH:38][CH:37]=2)=[CH:32][CH:31]=1.O[C:51]1[CH:65]=[CH:64][C:54]([O:55][C:56]([CH3:63])([CH3:62])[C:57]([O:59][CH2:60][CH3:61])=[O:58])=[C:53]([CH3:66])[CH:52]=1. (5) Given the product [F:1][C:2]([F:17])([F:18])[C:3]([CH3:6])([NH:7][CH2:8][C:9]1[CH:14]=[CH:13][C:12]([O:15][CH3:16])=[CH:11][CH:10]=1)[CH2:4][NH2:5], predict the reactants needed to synthesize it. The reactants are: [F:1][C:2]([F:18])([F:17])[C:3]([NH:7][CH2:8][C:9]1[CH:14]=[CH:13][C:12]([O:15][CH3:16])=[CH:11][CH:10]=1)([CH3:6])[C:4]#[N:5].[H-].[H-].[H-].[H-].[Li+].[Al+3].O. (6) Given the product [Cl:1][C:2]1[CH:3]=[CH:4][C:5]([O:17][CH3:18])=[C:6]([CH:16]=1)[C:7](/[N:9]=[C:10]1\[S:11][C:12]([CH3:15])=[CH:13][N:14]\1[CH2:22][C:23]1[N:24]=[CH:25][S:26][CH:27]=1)=[O:8], predict the reactants needed to synthesize it. The reactants are: [Cl:1][C:2]1[CH:3]=[CH:4][C:5]([O:17][CH3:18])=[C:6]([CH:16]=1)[C:7]([NH:9][C:10]1[S:11][C:12]([CH3:15])=[CH:13][N:14]=1)=[O:8].[H-].[Na+].Cl[CH2:22][C:23]1[N:24]=[CH:25][S:26][CH:27]=1.O. (7) Given the product [NH2:35][CH2:34][C@@H:18]1[C@@H:17]([C@@:7]2([CH3:16])[CH2:8][CH2:9][C@H:10]([OH:12])[CH2:11][C@@H:6]2[CH2:5][OH:4])[CH2:25][CH2:24][C:23]2[C@:22]([CH3:32])([C:26]3[CH:27]=[CH:28][CH:29]=[CH:30][CH:31]=3)[C@H:21]([OH:33])[CH2:20][C:19]1=2, predict the reactants needed to synthesize it. The reactants are: C([O:4][CH2:5][C@H:6]1[CH2:11][C@@H:10]([O:12]C(=O)C)[CH2:9][CH2:8][C@@:7]1([C@H:17]1[CH2:25][CH2:24][C:23]2[C@:22]([CH3:32])([C:26]3[CH:31]=[CH:30][CH:29]=[CH:28][CH:27]=3)[C@H:21]([OH:33])[CH2:20][C:19]=2[C@@H:18]1[CH2:34][NH:35]C(=O)C(F)(F)F)[CH3:16])(=O)C.C(=O)([O-])[O-].[K+].[K+].